This data is from Reaction yield outcomes from USPTO patents with 853,638 reactions. The task is: Predict the reaction yield, written as a fraction of the theoretical maximum amount of product (1.0 means a 100% yield; for example, 0.34 means a 34% yield). (1) The reactants are C(OC(=O)[NH:7][C:8]1[CH:13]=[CH:12][C:11]([CH2:14][CH2:15][C:16]2[CH:21]=[CH:20][CH:19]=[CH:18][CH:17]=2)=[CH:10][CH:9]=1)(C)(C)C.C(O)(C(F)(F)F)=O. The catalyst is C(Cl)Cl. The product is [CH2:14]([C:11]1[CH:10]=[CH:9][C:8]([NH2:7])=[CH:13][CH:12]=1)[CH2:15][C:16]1[CH:17]=[CH:18][CH:19]=[CH:20][CH:21]=1. The yield is 0.940. (2) The reactants are Br[C:2]1[CH:7]=[CH:6][C:5]([N:8]([C:13]2[C:32]([CH:33]3[CH2:35][CH2:34]3)=[CH:31][C:16]3[C:17]([C:27]([NH:29][CH3:30])=[O:28])=[C:18]([C:20]4[CH:25]=[CH:24][C:23]([F:26])=[CH:22][CH:21]=4)[O:19][C:15]=3[CH:14]=2)[S:9]([CH3:12])(=[O:11])=[O:10])=[CH:4][C:3]=1[Cl:36].[CH2:37]([OH:40])[CH:38]=[CH2:39].C1(P(C2C=CC=CC=2)CCCP(C2C=CC=CC=2)C2C=CC=CC=2)C=CC=CC=1.C(N(CC)CC)C. The catalyst is CS(C)=O.F[B-](F)(F)F.C([N+]1C=CN(C)C=1)CCC.C(OCC)(=O)C.C([O-])(=O)C.[Pd+2].C([O-])(=O)C. The product is [Cl:36][C:3]1[CH:4]=[C:5]([N:8]([C:13]2[C:32]([CH:33]3[CH2:35][CH2:34]3)=[CH:31][C:16]3[C:17]([C:27]([NH:29][CH3:30])=[O:28])=[C:18]([C:20]4[CH:25]=[CH:24][C:23]([F:26])=[CH:22][CH:21]=4)[O:19][C:15]=3[CH:14]=2)[S:9]([CH3:12])(=[O:11])=[O:10])[CH:6]=[CH:7][C:2]=1[C:38]([CH2:37][OH:40])=[CH2:39]. The yield is 0.240. (3) The reactants are [CH3:1][N:2]([C@@H:7]([C:9]1[O:10][C:11]2[CH:18]=[CH:17][CH:16]=[CH:15][C:12]=2[C:13]=1[CH3:14])[CH3:8])[C:3](=[O:6])[CH:4]=[CH2:5].Br[C:20]1[CH:33]=[N:32][C:23]2[NH:24][C:25](=[O:31])[C:26]([CH3:30])([CH3:29])[CH2:27][O:28][C:22]=2[CH:21]=1.CCN(C(C)C)C(C)C. The catalyst is C(C#N)C.CN(C=O)C.CC([O-])=O.CC([O-])=O.[Pd+2]. The product is [CH3:29][C:26]1([CH3:30])[C:25](=[O:31])[NH:24][C:23]2[N:32]=[CH:33][C:20]([CH:5]=[CH:4][C:3]([N:2]([CH3:1])[C@@H:7]([C:9]3[O:10][C:11]4[CH:18]=[CH:17][CH:16]=[CH:15][C:12]=4[C:13]=3[CH3:14])[CH3:8])=[O:6])=[CH:21][C:22]=2[O:28][CH2:27]1. The yield is 0.260. (4) The reactants are [C:1]([O:5][C:6]([NH:8][CH2:9][C:10]([OH:12])=O)=[O:7])([CH3:4])([CH3:3])[CH3:2].Cl.[CH3:14][O:15][C:16](=[O:19])[CH2:17][NH2:18].C(N(CC)C(C)C)(C)C.C1C=C2N=NN(O)C2=CC=1.O.CCN=C=NCCCN(C)C.Cl. The catalyst is CN(C=O)C. The product is [CH3:14][O:15][C:16](=[O:19])[CH2:17][NH:18][C:10](=[O:12])[CH2:9][NH:8][C:6]([O:5][C:1]([CH3:2])([CH3:3])[CH3:4])=[O:7]. The yield is 0.700.